Dataset: Peptide-MHC class II binding affinity with 134,281 pairs from IEDB. Task: Regression. Given a peptide amino acid sequence and an MHC pseudo amino acid sequence, predict their binding affinity value. This is MHC class II binding data. (1) The peptide sequence is FWAVRGGGGESFGIV. The MHC is HLA-DQA10102-DQB10602 with pseudo-sequence HLA-DQA10102-DQB10602. The binding affinity (normalized) is 0.113. (2) The peptide sequence is KNVLKVGRLSAEELM. The MHC is DRB1_0405 with pseudo-sequence DRB1_0405. The binding affinity (normalized) is 0.410. (3) The peptide sequence is AGELQIIDKIDAAFK. The MHC is DRB3_0101 with pseudo-sequence DRB3_0101. The binding affinity (normalized) is 0.658. (4) The peptide sequence is LIEKINAGFKAALAA. The MHC is HLA-DQA10201-DQB10202 with pseudo-sequence HLA-DQA10201-DQB10202. The binding affinity (normalized) is 0.